Dataset: Full USPTO retrosynthesis dataset with 1.9M reactions from patents (1976-2016). Task: Predict the reactants needed to synthesize the given product. (1) Given the product [Br:1][C:2]1[C:3]([O:9][CH2:10][CH3:11])=[CH:4][C:5]([O:27][CH2:26][C:23]2[CH:24]=[CH:25][C:20]([O:19][CH3:18])=[CH:21][CH:22]=2)=[N:6][CH:7]=1, predict the reactants needed to synthesize it. The reactants are: [Br:1][C:2]1[C:3]([O:9][CH2:10][CH3:11])=[CH:4][C:5](Cl)=[N:6][CH:7]=1.C([O-])([O-])=O.[Cs+].[Cs+].[CH3:18][O:19][C:20]1[CH:25]=[CH:24][C:23]([CH2:26][OH:27])=[CH:22][CH:21]=1. (2) The reactants are: [F:1][C:2]1[C:3]([O:17][CH3:18])=[CH:4][CH:5]=[C:6]2[C:10]=1[C:9]([CH:12](C#N)[C:13]#N)([CH3:11])[CH2:8][CH2:7]2.[OH-:19].[K+].Cl.[OH2:22]. Given the product [F:1][C:2]1[C:3]([O:17][CH3:18])=[CH:4][CH:5]=[C:6]2[C:10]=1[C:9]([CH2:12][C:13]([OH:22])=[O:19])([CH3:11])[CH2:8][CH2:7]2, predict the reactants needed to synthesize it.